This data is from Skin sensitization/reaction prediction data. The task is: Regression/Classification. Given a drug SMILES string, predict its toxicity properties. Task type varies by dataset: regression for continuous values (e.g., LD50, hERG inhibition percentage) or binary classification for toxic/non-toxic outcomes (e.g., AMES mutagenicity, cardiotoxicity, hepatotoxicity). Dataset: skin_reaction. (1) The drug is CC(C)CC=C(C=O)c1ccccc1. The result is 1 (causes skin reaction). (2) The drug is c1ccc2c(c1)cc1ccc3cccc4ccc2c1c34. The result is 1 (causes skin reaction).